Task: Predict the reaction yield, written as a fraction of the theoretical maximum amount of product (1.0 means a 100% yield; for example, 0.34 means a 34% yield).. Dataset: Reaction yield outcomes from USPTO patents with 853,638 reactions The reactants are [Cl:1][C:2]1[CH:7]=[CH:6][CH:5]=[CH:4][C:3]=1[CH2:8][C:9]([OH:11])=O.Cl.C(N=C=NCCCN(C)C)C.ON1C2C=CC=CC=2N=N1.[Br:34][C:35]1[CH:47]=[CH:46][C:45]([OH:48])=[CH:44][C:36]=1[CH2:37][CH:38]1[CH2:43][CH2:42][NH:41][CH2:40][CH2:39]1. The catalyst is CN(C)C=O. The product is [Br:34][C:35]1[CH:47]=[CH:46][C:45]([OH:48])=[CH:44][C:36]=1[CH2:37][CH:38]1[CH2:39][CH2:40][N:41]([C:9](=[O:11])[CH2:8][C:3]2[CH:4]=[CH:5][CH:6]=[CH:7][C:2]=2[Cl:1])[CH2:42][CH2:43]1. The yield is 0.870.